From a dataset of Full USPTO retrosynthesis dataset with 1.9M reactions from patents (1976-2016). Predict the reactants needed to synthesize the given product. (1) Given the product [CH3:1][O:2][C:3]1[CH:8]=[CH:7][C:6]([NH:9][C:10](=[O:15])[C:11]([CH3:14])([CH3:13])[CH3:12])=[C:5]([CH3:20])[C:4]=1[C:16]([F:18])([F:17])[F:19], predict the reactants needed to synthesize it. The reactants are: [CH3:1][O:2][C:3]1[CH:8]=[CH:7][C:6]([NH:9][C:10](=[O:15])[C:11]([CH3:14])([CH3:13])[CH3:12])=[CH:5][C:4]=1[C:16]([F:19])([F:18])[F:17].[CH2:20]([Li])CCC.CCCCCC.IC. (2) Given the product [CH3:1][N:2]1[C:6]2[C:7]([CH2:11][CH2:12][CH2:13][CH2:14][CH3:15])=[CH:8][CH:9]=[CH:10][C:5]=2[NH:4][C:3]1=[NH:16], predict the reactants needed to synthesize it. The reactants are: [CH3:1][N:2]1[C:6]2[C:7](/[CH:11]=[CH:12]/[CH2:13][CH2:14][CH3:15])=[CH:8][CH:9]=[CH:10][C:5]=2[N:4]=[C:3]1[NH2:16].